Dataset: NCI-60 drug combinations with 297,098 pairs across 59 cell lines. Task: Regression. Given two drug SMILES strings and cell line genomic features, predict the synergy score measuring deviation from expected non-interaction effect. (1) Drug 1: CN1C(=O)N2C=NC(=C2N=N1)C(=O)N. Drug 2: C1=NC2=C(N=C(N=C2N1C3C(C(C(O3)CO)O)F)Cl)N. Cell line: NCIH23. Synergy scores: CSS=34.7, Synergy_ZIP=0.0775, Synergy_Bliss=-1.49, Synergy_Loewe=-33.1, Synergy_HSA=-3.87. (2) Drug 1: COC1=CC(=CC(=C1O)OC)C2C3C(COC3=O)C(C4=CC5=C(C=C24)OCO5)OC6C(C(C7C(O6)COC(O7)C8=CC=CS8)O)O. Drug 2: CC1=C(C(CCC1)(C)C)C=CC(=CC=CC(=CC(=O)O)C)C. Cell line: OVCAR3. Synergy scores: CSS=18.5, Synergy_ZIP=-6.94, Synergy_Bliss=0.164, Synergy_Loewe=-20.6, Synergy_HSA=-3.28. (3) Drug 1: CNC(=O)C1=NC=CC(=C1)OC2=CC=C(C=C2)NC(=O)NC3=CC(=C(C=C3)Cl)C(F)(F)F. Drug 2: CCC1(CC2CC(C3=C(CCN(C2)C1)C4=CC=CC=C4N3)(C5=C(C=C6C(=C5)C78CCN9C7C(C=CC9)(C(C(C8N6C)(C(=O)OC)O)OC(=O)C)CC)OC)C(=O)OC)O.OS(=O)(=O)O. Cell line: SF-268. Synergy scores: CSS=2.92, Synergy_ZIP=-0.249, Synergy_Bliss=-0.463, Synergy_Loewe=-1.76, Synergy_HSA=-1.68. (4) Drug 1: C1=CC(=CC=C1CCC2=CNC3=C2C(=O)NC(=N3)N)C(=O)NC(CCC(=O)O)C(=O)O. Drug 2: CC1C(C(CC(O1)OC2CC(CC3=C2C(=C4C(=C3O)C(=O)C5=C(C4=O)C(=CC=C5)OC)O)(C(=O)CO)O)N)O.Cl. Cell line: K-562. Synergy scores: CSS=53.7, Synergy_ZIP=-3.44, Synergy_Bliss=-14.0, Synergy_Loewe=21.2, Synergy_HSA=-3.98. (5) Drug 1: COC1=C(C=C2C(=C1)N=CN=C2NC3=CC(=C(C=C3)F)Cl)OCCCN4CCOCC4. Drug 2: C1CN1P(=S)(N2CC2)N3CC3. Cell line: 786-0. Synergy scores: CSS=25.8, Synergy_ZIP=-2.24, Synergy_Bliss=3.81, Synergy_Loewe=2.63, Synergy_HSA=6.17.